Dataset: Reaction yield outcomes from USPTO patents with 853,638 reactions. Task: Predict the reaction yield, written as a fraction of the theoretical maximum amount of product (1.0 means a 100% yield; for example, 0.34 means a 34% yield). The yield is 0.800. The catalyst is O1CCOCC1.C1COCC1.C([O-])(=O)C.[Cu+2].C([O-])(=O)C. The product is [Cl:1][C:2]1[N:10]=[C:9]2[C:5]([N:6]=[CH:7][N:8]2[C:26]2[CH:31]=[CH:30][CH:29]=[CH:28][CH:27]=2)=[C:4]([NH:11][C:12]2[CH:17]=[CH:16][C:15]([C:18]([N:20]3[CH2:21][CH2:22][CH2:23][CH2:24][CH2:25]3)=[O:19])=[CH:14][CH:13]=2)[N:3]=1. The reactants are [Cl:1][C:2]1[N:10]=[C:9]2[C:5]([N:6]=[CH:7][NH:8]2)=[C:4]([NH:11][C:12]2[CH:17]=[CH:16][C:15]([C:18]([N:20]3[CH2:25][CH2:24][CH2:23][CH2:22][CH2:21]3)=[O:19])=[CH:14][CH:13]=2)[N:3]=1.[C:26]1(B(O)O)[CH:31]=[CH:30][CH:29]=[CH:28][CH:27]=1.N1C=CC=CC=1.